From a dataset of Full USPTO retrosynthesis dataset with 1.9M reactions from patents (1976-2016). Predict the reactants needed to synthesize the given product. Given the product [C:2]([C:3]1[O:8][C:7]([C:9]2[CH:14]=[CH:13][N:12]3[C:15]([I:18])=[CH:16][N:17]=[C:11]3[CH:10]=2)=[N:6][N:5]=1)([CH3:20])([CH3:19])[CH3:1], predict the reactants needed to synthesize it. The reactants are: [CH3:1][C:2]([CH3:20])([CH3:19])[C:3]([NH:5][NH:6][C:7]([C:9]1[CH:14]=[CH:13][N:12]2[C:15]([I:18])=[CH:16][N:17]=[C:11]2[CH:10]=1)=[O:8])=O.N1C=CC=CC=1.S(Cl)(C1C=CC(C)=CC=1)(=O)=O.